From a dataset of Reaction yield outcomes from USPTO patents with 853,638 reactions. Predict the reaction yield, written as a fraction of the theoretical maximum amount of product (1.0 means a 100% yield; for example, 0.34 means a 34% yield). (1) The reactants are Br[C:2]1[N:3]=[C:4]2[C:10]([C:11]([NH:13][C:14]([CH3:17])([CH3:16])[CH3:15])=[O:12])=[CH:9][N:8]([CH2:18][O:19][CH2:20][CH2:21][Si:22]([CH3:25])([CH3:24])[CH3:23])[C:5]2=[N:6][CH:7]=1.[CH3:26][N:27]1[CH:31]=[C:30]([NH2:32])[C:29]([CH3:33])=[N:28]1.CC1(C)C2C(=C(P(C3C=CC=CC=3)C3C=CC=CC=3)C=CC=2)OC2C(P(C3C=CC=CC=3)C3C=CC=CC=3)=CC=CC1=2.C(=O)([O-])[O-].[Cs+].[Cs+]. The catalyst is O1CCOCC1.C1C=CC(/C=C/C(/C=C/C2C=CC=CC=2)=O)=CC=1.C1C=CC(/C=C/C(/C=C/C2C=CC=CC=2)=O)=CC=1.C1C=CC(/C=C/C(/C=C/C2C=CC=CC=2)=O)=CC=1.[Pd].[Pd]. The product is [C:14]([NH:13][C:11]([C:10]1[C:4]2[C:5](=[N:6][CH:7]=[C:2]([NH:32][C:30]3[C:29]([CH3:33])=[N:28][N:27]([CH3:26])[CH:31]=3)[N:3]=2)[N:8]([CH2:18][O:19][CH2:20][CH2:21][Si:22]([CH3:25])([CH3:24])[CH3:23])[CH:9]=1)=[O:12])([CH3:17])([CH3:16])[CH3:15]. The yield is 0.550. (2) The reactants are Cl.[CH3:2][O:3][C:4](=[O:7])[CH2:5][NH2:6].[F:8][C:9]([F:35])([F:34])[C:10]1[CH:15]=[CH:14][C:13]([C:16]2[C:17]([C:22]([NH:24][C:25]3[CH:26]=[C:27]([C:31](O)=[O:32])[N:28]([CH3:30])[CH:29]=3)=[O:23])=[CH:18][CH:19]=[CH:20][CH:21]=2)=[CH:12][CH:11]=1.CN(C(ON1N=NC2C=CC=CC1=2)=[N+](C)C)C.[B-](F)(F)(F)F.C(N(C(C)C)C(C)C)C. The catalyst is CN(C)C=O.ClCCl.C(O)C. The product is [CH3:2][O:3][C:4]([CH2:5][NH:6][C:31]([C:27]1[N:28]([CH3:30])[CH:29]=[C:25]([NH:24][C:22]([C:17]2[C:16]([C:13]3[CH:12]=[CH:11][C:10]([C:9]([F:35])([F:8])[F:34])=[CH:15][CH:14]=3)=[CH:21][CH:20]=[CH:19][CH:18]=2)=[O:23])[CH:26]=1)=[O:32])=[O:7]. The yield is 1.00. (3) The reactants are [C:1]([C:8]1[S:9][C:10]2[CH:16]=[CH:15][C:14]([NH2:17])=[C:13]([CH2:18]Br)[C:11]=2[N:12]=1)([O:3][C:4]([CH3:7])([CH3:6])[CH3:5])=[O:2].[N-:20]=[N+:21]=[N-:22].[Na+]. The catalyst is CN(C=O)C.CCOCC. The product is [C:1]([C:8]1[S:9][C:10]2[CH:16]=[CH:15][C:14]([NH2:17])=[C:13]([CH2:18][N:20]=[N+:21]=[N-:22])[C:11]=2[N:12]=1)([O:3][C:4]([CH3:7])([CH3:6])[CH3:5])=[O:2]. The yield is 0.800. (4) The reactants are Cl.[NH2:2][CH2:3][C:4]1[CH:13]=[CH:12][CH:11]=[C:10]2[C:5]=1[C:6](=[O:23])[N:7]([CH:15]1[CH2:20][CH2:19][C:18](=[O:21])[NH:17][C:16]1=[O:22])[C:8]([CH3:14])=[N:9]2.C(N(CC)CC)C.[Cl:31][C:32]1[CH:33]=[C:34]([N:39]=[C:40]=[O:41])[CH:35]=[CH:36][C:37]=1[CH3:38]. The catalyst is C1COCC1. The product is [Cl:31][C:32]1[CH:33]=[C:34]([NH:39][C:40]([NH:2][CH2:3][C:4]2[CH:13]=[CH:12][CH:11]=[C:10]3[C:5]=2[C:6](=[O:23])[N:7]([CH:15]2[CH2:20][CH2:19][C:18](=[O:21])[NH:17][C:16]2=[O:22])[C:8]([CH3:14])=[N:9]3)=[O:41])[CH:35]=[CH:36][C:37]=1[CH3:38]. The yield is 0.730. (5) The reactants are C([O:3][C:4]([C:6]1[CH:7]=[C:8]2[C:13](=[CH:14][CH:15]=1)[NH:12][CH:11]([C:16]1[CH:21]=[CH:20][CH:19]=[C:18]([C:22]3[N:26]([CH:27]4[CH2:29][CH2:28]4)[N:25]=[N:24][N:23]=3)[CH:17]=1)[CH2:10][C:9]2([CH3:31])[CH3:30])=[O:5])C.[OH-].[Na+].Cl. The catalyst is CO.O1CCCC1.O. The product is [CH:27]1([N:26]2[C:22]([C:18]3[CH:17]=[C:16]([CH:11]4[CH2:10][C:9]([CH3:30])([CH3:31])[C:8]5[C:13](=[CH:14][CH:15]=[C:6]([C:4]([OH:5])=[O:3])[CH:7]=5)[NH:12]4)[CH:21]=[CH:20][CH:19]=3)=[N:23][N:24]=[N:25]2)[CH2:28][CH2:29]1. The yield is 0.900.